This data is from Reaction yield outcomes from USPTO patents with 853,638 reactions. The task is: Predict the reaction yield, written as a fraction of the theoretical maximum amount of product (1.0 means a 100% yield; for example, 0.34 means a 34% yield). (1) The catalyst is CO.C(Cl)Cl.[Ni]. The product is [N:1]1([CH2:6][CH2:7][CH2:8][NH2:9])[CH:5]=[N:4][CH:3]=[N:2]1. The yield is 0.850. The reactants are [N:1]1([CH2:6][CH2:7][C:8]#[N:9])[CH:5]=[N:4][CH:3]=[N:2]1.[NH4+].[OH-].[H][H]. (2) The reactants are [Br:1][C:2]1[CH:7]=[CH:6][C:5]([OH:8])=[CH:4][C:3]=1[CH2:9][N:10]([CH3:12])[CH3:11].[CH2:13](Br)[C:14]1[CH:19]=[CH:18][CH:17]=[CH:16][CH:15]=1.C(=O)([O-])[O-].[K+].[K+]. The catalyst is CN(C=O)C. The product is [CH2:13]([O:8][C:5]1[CH:6]=[CH:7][C:2]([Br:1])=[C:3]([CH2:9][N:10]([CH3:12])[CH3:11])[CH:4]=1)[C:14]1[CH:19]=[CH:18][CH:17]=[CH:16][CH:15]=1. The yield is 0.980. (3) The reactants are [CH3:1][O:2][C:3]1[CH:4]=[C:5]([CH:14]=[CH:15][C:16]=1[N+:17]([O-])=O)[O:6][CH:7]1[CH2:12][CH2:11][N:10]([CH3:13])[CH2:9][CH2:8]1. The catalyst is C(O)C.[Pd]. The product is [CH3:1][O:2][C:3]1[CH:4]=[C:5]([O:6][CH:7]2[CH2:12][CH2:11][N:10]([CH3:13])[CH2:9][CH2:8]2)[CH:14]=[CH:15][C:16]=1[NH2:17]. The yield is 0.970. (4) The catalyst is C1COCC1. The yield is 0.654. The product is [OH:2][NH:1][S:15]([C:12]1[CH:11]=[C:10]([C:8]([NH:7][CH:5]([CH3:6])[CH3:4])=[O:9])[S:14][CH:13]=1)(=[O:17])=[O:16]. The reactants are [NH2:1][OH:2].O.[CH3:4][CH:5]([NH:7][C:8]([C:10]1[S:14][CH:13]=[C:12]([S:15](Cl)(=[O:17])=[O:16])[CH:11]=1)=[O:9])[CH3:6].CCOC(C)=O. (5) The yield is 0.320. The product is [C:14]1([C:17]2[CH:18]=[CH:19][CH:20]=[CH:21][CH:22]=2)[CH:13]=[CH:12][C:11]([NH:10][C:8](=[O:9])[CH:7]([F:23])[C:6]([OH:24])=[O:5])=[CH:16][CH:15]=1. The catalyst is CO. The reactants are O[Li].O.C[O:5][C:6](=[O:24])[CH:7]([F:23])[C:8]([NH:10][C:11]1[CH:16]=[CH:15][C:14]([C:17]2[CH:22]=[CH:21][CH:20]=[CH:19][CH:18]=2)=[CH:13][CH:12]=1)=[O:9].C1COCC1.O. (6) The yield is 0.540. The catalyst is CO. The reactants are [NH2:1][C:2]1[CH:24]=[CH:23][C:5]([C:6]([NH:8][CH2:9][C:10]2[S:11][C:12]([CH2:15][C:16]3[CH:21]=[CH:20][CH:19]=[C:18]([Cl:22])[CH:17]=3)=[CH:13][CH:14]=2)=[O:7])=[CH:4][N:3]=1.CC[C@@H]([C@H](NCN[C:36]([O:38][CH2:39]C)=O)C(O)=O)C.C=O.C(OCC)(=O)C. The product is [Cl:22][C:18]1[CH:17]=[C:16]([CH:21]=[CH:20][CH:19]=1)[CH2:15][C:12]1[S:11][C:10]([CH2:9][NH:8][C:6](=[O:7])[C:5]2[CH:23]=[CH:24][C:2]([NH:1][CH2:36][O:38][CH3:39])=[N:3][CH:4]=2)=[CH:14][CH:13]=1. (7) The reactants are [F:1][C:2]1[CH:3]=[C:4]([N:26]2[CH2:30][C@H:29]([CH2:31][NH:32][C:33](=[O:35])[CH3:34])[O:28][C:27]2=[O:36])[CH:5]=[C:6]([F:25])[C:7]=1[N:8]1[CH2:13][CH2:12][CH:11]([N:14]2[N:18]=[N:17][C:16]([N:19]3[CH2:24][CH2:23][NH:22][CH2:21][CH2:20]3)=[N:15]2)[CH2:10][CH2:9]1.[N:37]#[C:38]Br.C(=O)([O-])O.[Na+]. The catalyst is CO. The product is [C:38]([N:22]1[CH2:21][CH2:20][N:19]([C:16]2[N:17]=[N:18][N:14]([CH:11]3[CH2:12][CH2:13][N:8]([C:7]4[C:6]([F:25])=[CH:5][C:4]([N:26]5[CH2:30][C@H:29]([CH2:31][NH:32][C:33](=[O:35])[CH3:34])[O:28][C:27]5=[O:36])=[CH:3][C:2]=4[F:1])[CH2:9][CH2:10]3)[N:15]=2)[CH2:24][CH2:23]1)#[N:37]. The yield is 0.570.